This data is from Full USPTO retrosynthesis dataset with 1.9M reactions from patents (1976-2016). The task is: Predict the reactants needed to synthesize the given product. (1) Given the product [Br:1][C:2]1[CH:7]=[CH:6][CH:5]=[C:4]([S:16][CH3:15])[C:3]=1[Cl:9], predict the reactants needed to synthesize it. The reactants are: [Br:1][C:2]1[CH:7]=[CH:6][CH:5]=[C:4](Br)[C:3]=1[Cl:9].C([Li])CCC.[CH3:15][S:16]SC.O. (2) Given the product [Cl:1][C:2]1[CH:7]=[C:6]([O:8][C:9]([F:12])([F:11])[F:10])[CH:5]=[CH:4][C:3]=1[S:13]([NH:17][C:18]1[CH:22]=[CH:21][S:20][C:19]=1[C:23]([O:25][CH3:26])=[O:24])(=[O:15])=[O:14], predict the reactants needed to synthesize it. The reactants are: [Cl:1][C:2]1[CH:7]=[C:6]([O:8][C:9]([F:12])([F:11])[F:10])[CH:5]=[CH:4][C:3]=1[S:13](Cl)(=[O:15])=[O:14].[NH2:17][C:18]1[CH:22]=[CH:21][S:20][C:19]=1[C:23]([O:25][CH3:26])=[O:24].N1C=CC=CC=1. (3) Given the product [CH2:1]([CH:3]([C:6]1[C:10]([CH2:11][CH2:12][CH2:13][O:14][C:26]2[C:31]([CH3:32])=[CH:30][CH:29]=[CH:28][C:27]=2[CH2:33][C:34]([OH:36])=[O:35])=[CH:9][N:8]([C:15]2[N:16]=[N:17][C:18]([C:21]([F:22])([F:24])[F:23])=[CH:19][CH:20]=2)[N:7]=1)[CH2:4][CH3:5])[CH3:2], predict the reactants needed to synthesize it. The reactants are: [CH2:1]([CH:3]([C:6]1[C:10]([CH2:11][CH2:12][CH2:13][OH:14])=[CH:9][N:8]([C:15]2[N:16]=[N:17][C:18]([C:21]([F:24])([F:23])[F:22])=[CH:19][CH:20]=2)[N:7]=1)[CH2:4][CH3:5])[CH3:2].O[C:26]1[C:31]([CH3:32])=[CH:30][CH:29]=[CH:28][C:27]=1[CH2:33][C:34]([O:36]C)=[O:35].C(P(CCCC)CCCC)CCC.N(C(N1CCCCC1)=O)=NC(N1CCCCC1)=O. (4) Given the product [CH2:12]([CH:8]1[CH2:7][C:6]2[C:10](=[C:2]([C:22]3[CH:23]=[CH:24][C:19]([C:15]([CH3:18])([CH3:17])[CH3:16])=[CH:20][CH:21]=3)[CH:3]=[C:4]([CH3:14])[CH:5]=2)[C:9]1=[O:11])[CH3:13], predict the reactants needed to synthesize it. The reactants are: Br[C:2]1[CH:3]=[C:4]([CH3:14])[CH:5]=[C:6]2[C:10]=1[C:9](=[O:11])[CH:8]([CH2:12][CH3:13])[CH2:7]2.[C:15]([C:19]1[CH:24]=[CH:23][C:22](B(O)O)=[CH:21][CH:20]=1)([CH3:18])([CH3:17])[CH3:16].C(=O)([O-])[O-].[Na+].[Na+].C(O)CO.